The task is: Regression. Given two drug SMILES strings and cell line genomic features, predict the synergy score measuring deviation from expected non-interaction effect.. This data is from NCI-60 drug combinations with 297,098 pairs across 59 cell lines. (1) Drug 1: C1=CC(=C2C(=C1NCCNCCO)C(=O)C3=C(C=CC(=C3C2=O)O)O)NCCNCCO. Drug 2: CCN(CC)CCCC(C)NC1=C2C=C(C=CC2=NC3=C1C=CC(=C3)Cl)OC. Cell line: NCI-H522. Synergy scores: CSS=58.3, Synergy_ZIP=6.97, Synergy_Bliss=9.65, Synergy_Loewe=-12.5, Synergy_HSA=12.2. (2) Drug 1: C1CC(C1)(C2=CC=C(C=C2)C3=C(C=C4C(=N3)C=CN5C4=NNC5=O)C6=CC=CC=C6)N. Drug 2: C1=CC(=C(C=C1I)F)NC2=C(C=CC(=C2F)F)C(=O)NOCC(CO)O. Cell line: OVCAR3. Synergy scores: CSS=56.8, Synergy_ZIP=3.00, Synergy_Bliss=2.71, Synergy_Loewe=6.03, Synergy_HSA=8.24. (3) Drug 1: COC1=C(C=C2C(=C1)N=CN=C2NC3=CC(=C(C=C3)F)Cl)OCCCN4CCOCC4. Drug 2: C1CCC(CC1)NC(=O)N(CCCl)N=O. Cell line: SN12C. Synergy scores: CSS=32.2, Synergy_ZIP=-5.06, Synergy_Bliss=-2.24, Synergy_Loewe=-5.15, Synergy_HSA=0.814. (4) Drug 1: CC1=C(C(CCC1)(C)C)C=CC(=CC=CC(=CC(=O)O)C)C. Drug 2: C1C(C(OC1N2C=NC(=NC2=O)N)CO)O. Cell line: SW-620. Synergy scores: CSS=10.3, Synergy_ZIP=1.57, Synergy_Bliss=-1.49, Synergy_Loewe=-12.0, Synergy_HSA=-2.71. (5) Drug 1: C1CCC(CC1)NC(=O)N(CCCl)N=O. Drug 2: C1CN(CCN1C(=O)CCBr)C(=O)CCBr. Cell line: SF-268. Synergy scores: CSS=43.5, Synergy_ZIP=-4.53, Synergy_Bliss=2.37, Synergy_Loewe=-3.57, Synergy_HSA=3.86.